This data is from Forward reaction prediction with 1.9M reactions from USPTO patents (1976-2016). The task is: Predict the product of the given reaction. Given the reactants [CH2:1]([O:8][C:9]([N:11]1[CH:15]([C:16]([OH:18])=[O:17])[CH2:14][C:13]2([CH2:23][CH2:22][N:21]([C:24]3[CH:29]=[C:28]([O:30][C@H:31]([C:36]4[CH:41]=[CH:40][C:39]([Cl:42])=[CH:38][C:37]=4[N:43]4[CH:47]=[CH:46][C:45]([CH3:48])=[N:44]4)[C:32]([F:35])([F:34])[F:33])[N:27]=[C:26](S(C)(=O)=O)[N:25]=3)[CH2:20][CH2:19]2)[CH2:12]1)=[O:10])[C:2]1[CH:7]=[CH:6][CH:5]=[CH:4][CH:3]=1.[C:53]1([OH:59])[CH:58]=[CH:57][CH:56]=[CH:55][CH:54]=1.C([O-])([O-])=O.[Cs+].[Cs+].Cl, predict the reaction product. The product is: [CH2:1]([O:8][C:9]([N:11]1[CH:15]([C:16]([OH:18])=[O:17])[CH2:14][C:13]2([CH2:23][CH2:22][N:21]([C:24]3[CH:29]=[C:28]([O:30][C@H:31]([C:36]4[CH:41]=[CH:40][C:39]([Cl:42])=[CH:38][C:37]=4[N:43]4[CH:47]=[CH:46][C:45]([CH3:48])=[N:44]4)[C:32]([F:35])([F:34])[F:33])[N:27]=[C:26]([O:59][C:53]4[CH:58]=[CH:57][CH:56]=[CH:55][CH:54]=4)[N:25]=3)[CH2:20][CH2:19]2)[CH2:12]1)=[O:10])[C:2]1[CH:7]=[CH:6][CH:5]=[CH:4][CH:3]=1.